The task is: Predict the reactants needed to synthesize the given product.. This data is from Full USPTO retrosynthesis dataset with 1.9M reactions from patents (1976-2016). (1) Given the product [F:1][C:2]1[CH:3]=[CH:4][C:5]([N:8]2[C:16]3[C:11](=[CH:12][C:13]([CH:17]([C:23]4[CH:24]=[CH:25][CH:26]=[CH:27][CH:28]=4)[C:18]([CH3:22])([CH3:21])[CH:19]([OH:20])[CH3:29])=[CH:14][CH:15]=3)[CH:10]=[N:9]2)=[CH:6][CH:7]=1, predict the reactants needed to synthesize it. The reactants are: [F:1][C:2]1[CH:7]=[CH:6][C:5]([N:8]2[C:16]3[C:11](=[CH:12][C:13]([CH:17]([C:23]4[CH:28]=[CH:27][CH:26]=[CH:25][CH:24]=4)[C:18]([CH3:22])([CH3:21])[CH:19]=[O:20])=[CH:14][CH:15]=3)[CH:10]=[N:9]2)=[CH:4][CH:3]=1.[CH3:29][Mg]Br. (2) Given the product [CH2:1]([O:3][C:4]([C:6]1[O:7][C:8]2[CH:15]=[CH:14][CH:13]=[C:12]([NH2:16])[C:9]=2[C:10]=1[CH3:11])=[O:5])[CH3:2], predict the reactants needed to synthesize it. The reactants are: [CH2:1]([O:3][C:4]([C:6]1[O:7][C:8]2[CH:15]=[CH:14][CH:13]=[C:12]([NH:16]C(OC(C)(C)C)=O)[C:9]=2[C:10]=1[CH3:11])=[O:5])[CH3:2].FC(F)(F)C(O)=O.